This data is from Full USPTO retrosynthesis dataset with 1.9M reactions from patents (1976-2016). The task is: Predict the reactants needed to synthesize the given product. Given the product [C:1]([O:5][C:6]([C:8]1([C:11]2[CH:16]=[CH:15][C:14]([N:20]3[CH2:21][CH2:22][CH2:23][C:19]3=[O:18])=[CH:13][CH:12]=2)[CH2:10][CH2:9]1)=[O:7])([CH3:4])([CH3:3])[CH3:2], predict the reactants needed to synthesize it. The reactants are: [C:1]([O:5][C:6]([C:8]1([C:11]2[CH:16]=[CH:15][C:14](Br)=[CH:13][CH:12]=2)[CH2:10][CH2:9]1)=[O:7])([CH3:4])([CH3:3])[CH3:2].[O:18]=[C:19]1[CH2:23][CH2:22][CH2:21][NH:20]1.[C@@H]1(N)CCCC[C@H]1N.C(=O)([O-])[O-].[K+].[K+].